From a dataset of Retrosynthesis with 50K atom-mapped reactions and 10 reaction types from USPTO. Predict the reactants needed to synthesize the given product. Given the product COc1ccc(C=O)nc1-c1ccc(S(C)=O)cc1, predict the reactants needed to synthesize it. The reactants are: COc1ccc(C=O)nc1Br.CS(=O)c1ccc(B(O)O)cc1.